This data is from Full USPTO retrosynthesis dataset with 1.9M reactions from patents (1976-2016). The task is: Predict the reactants needed to synthesize the given product. Given the product [Cl:9][C:6]1[C:7]([CH3:8])=[C:2]([NH:25][C:26]2[CH:33]=[CH:32][C:29]([C:30]#[N:31])=[CH:28][CH:27]=2)[C:3]([C:10]([N:12]2[CH2:17][CH2:16][CH:15]([C:18]3[CH:23]=[CH:22][C:21]([F:24])=[CH:20][CH:19]=3)[CH2:14][CH2:13]2)=[O:11])=[CH:4][N:5]=1, predict the reactants needed to synthesize it. The reactants are: Cl[C:2]1[C:7]([CH3:8])=[C:6]([Cl:9])[N:5]=[CH:4][C:3]=1[C:10]([N:12]1[CH2:17][CH2:16][CH:15]([C:18]2[CH:23]=[CH:22][C:21]([F:24])=[CH:20][CH:19]=2)[CH2:14][CH2:13]1)=[O:11].[NH2:25][C:26]1[CH:33]=[CH:32][C:29]([C:30]#[N:31])=[CH:28][CH:27]=1.